This data is from Reaction yield outcomes from USPTO patents with 853,638 reactions. The task is: Predict the reaction yield, written as a fraction of the theoretical maximum amount of product (1.0 means a 100% yield; for example, 0.34 means a 34% yield). (1) The reactants are [CH3:1][O:2][C:3]1[CH:4]=[C:5]2[C:10](=[CH:11][C:12]=1[O:13][CH3:14])[N:9]=[CH:8][N:7]=[C:6]2[O:15][C:16]1[CH:22]=[CH:21][C:19]([NH2:20])=[C:18]([N+:23]([O-:25])=[O:24])[CH:17]=1.C(N(CC)CC)C.ClC(Cl)(O[C:37](=[O:43])OC(Cl)(Cl)Cl)Cl.[CH2:45]([N:49]([CH2:53][CH2:54][CH2:55][CH3:56])[CH2:50][CH2:51][NH2:52])[CH2:46][CH2:47][CH3:48]. The product is [CH2:45]([N:49]([CH2:53][CH2:54][CH2:55][CH3:56])[CH2:50][CH2:51][NH:52][C:37]([NH:20][C:19]1[CH:21]=[CH:22][C:16]([O:15][C:6]2[C:5]3[C:10](=[CH:11][C:12]([O:13][CH3:14])=[C:3]([O:2][CH3:1])[CH:4]=3)[N:9]=[CH:8][N:7]=2)=[CH:17][C:18]=1[N+:23]([O-:25])=[O:24])=[O:43])[CH2:46][CH2:47][CH3:48]. The catalyst is C(Cl)(Cl)Cl.O. The yield is 0.420. (2) The reactants are [NH2:1][C:2]1[CH:7]=[CH:6][CH:5]=[CH:4][CH:3]=1.N1C(C)=CC=CC=1C.S(C1C=CC(C)=CC=1)(O[CH2:20][CH2:21][F:22])(=O)=O. The catalyst is CN(C=O)C.C(OCC)(=O)C. The product is [F:22][CH2:21][CH2:20][NH:1][C:2]1[CH:7]=[CH:6][CH:5]=[CH:4][CH:3]=1. The yield is 0.600. (3) The reactants are O[CH:2]([C:31]1[CH:36]=[CH:35][C:34]([CH:37]([CH3:39])[CH3:38])=[CH:33][CH:32]=1)[C:3]1[C:11]2[O:10][CH2:9][CH:8]([C:12]3[CH:17]=[CH:16][C:15]([CH:18]([CH3:20])[CH3:19])=[CH:14][CH:13]=3)[C:7]=2[C:6]([CH3:21])=[C:5]([NH:22][C:23](=[O:29])[CH2:24][C:25]([CH3:28])([CH3:27])[CH3:26])[C:4]=1[CH3:30]. The catalyst is CCCCCC.C(OCC)(=O)C. The product is [CH:37]([C:34]1[CH:35]=[CH:36][C:31]([CH2:2][C:3]2[C:11]3[O:10][CH2:9][CH:8]([C:12]4[CH:17]=[CH:16][C:15]([CH:18]([CH3:20])[CH3:19])=[CH:14][CH:13]=4)[C:7]=3[C:6]([CH3:21])=[C:5]([NH:22][C:23](=[O:29])[CH2:24][C:25]([CH3:28])([CH3:27])[CH3:26])[C:4]=2[CH3:30])=[CH:32][CH:33]=1)([CH3:38])[CH3:39]. The yield is 0.640.